The task is: Predict which catalyst facilitates the given reaction.. This data is from Catalyst prediction with 721,799 reactions and 888 catalyst types from USPTO. Reactant: Cl[Si:2]([C:15]([CH3:18])([CH3:17])[CH3:16])([C:9]1[CH:14]=[CH:13][CH:12]=[CH:11][CH:10]=1)[C:3]1[CH:8]=[CH:7][CH:6]=[CH:5][CH:4]=1.C(Cl)Cl.[OH:22][CH2:23][CH2:24][CH2:25]/[C:26](=[CH:36]\[S:37][C:38]1[CH:43]=[CH:42][CH:41]=[CH:40][CH:39]=1)/[C:27]([NH:29][C:30]1[CH:35]=[CH:34][CH:33]=[CH:32][CH:31]=1)=[O:28].N1C=CN=C1. Product: [Si:2]([O:22][CH2:23][CH2:24][CH2:25]/[C:26](=[CH:36]\[S:37][C:38]1[CH:43]=[CH:42][CH:41]=[CH:40][CH:39]=1)/[C:27]([NH:29][C:30]1[CH:31]=[CH:32][CH:33]=[CH:34][CH:35]=1)=[O:28])([C:15]([CH3:18])([CH3:17])[CH3:16])([C:9]1[CH:14]=[CH:13][CH:12]=[CH:11][CH:10]=1)[C:3]1[CH:8]=[CH:7][CH:6]=[CH:5][CH:4]=1. The catalyst class is: 6.